This data is from Peptide-MHC class I binding affinity with 185,985 pairs from IEDB/IMGT. The task is: Regression. Given a peptide amino acid sequence and an MHC pseudo amino acid sequence, predict their binding affinity value. This is MHC class I binding data. (1) The peptide sequence is TPVYKLDIS. The MHC is HLA-A11:01 with pseudo-sequence HLA-A11:01. The binding affinity (normalized) is 0. (2) The MHC is HLA-A23:01 with pseudo-sequence HLA-A23:01. The binding affinity (normalized) is 0.0847. The peptide sequence is TGIAIIAYI. (3) The MHC is HLA-B44:02 with pseudo-sequence HLA-B44:02. The binding affinity (normalized) is 0.199. The peptide sequence is FELLNAPAT. (4) The peptide sequence is RPTPTGTVMD. The MHC is HLA-B07:02 with pseudo-sequence HLA-B07:02. The binding affinity (normalized) is 0.656. (5) The peptide sequence is HMLKLQARNI. The MHC is HLA-A02:01 with pseudo-sequence HLA-A02:01. The binding affinity (normalized) is 0.0677. (6) The MHC is H-2-Db with pseudo-sequence H-2-Db. The binding affinity (normalized) is 0.198. The peptide sequence is FSVGLPGFM. (7) The peptide sequence is LDQAETAGA. The MHC is H-2-Kk with pseudo-sequence H-2-Kk. The binding affinity (normalized) is 0.0929. (8) The peptide sequence is RVTGSSGRR. The MHC is HLA-A02:03 with pseudo-sequence HLA-A02:03. The binding affinity (normalized) is 0. (9) The peptide sequence is REPAGLGSM. The MHC is HLA-B40:01 with pseudo-sequence HLA-B40:01. The binding affinity (normalized) is 0.170.